From a dataset of NCI-60 drug combinations with 297,098 pairs across 59 cell lines. Regression. Given two drug SMILES strings and cell line genomic features, predict the synergy score measuring deviation from expected non-interaction effect. (1) Drug 1: C1=NC(=NC(=O)N1C2C(C(C(O2)CO)O)O)N. Drug 2: CN(C(=O)NC(C=O)C(C(C(CO)O)O)O)N=O. Cell line: PC-3. Synergy scores: CSS=10.6, Synergy_ZIP=-2.40, Synergy_Bliss=0.625, Synergy_Loewe=-17.1, Synergy_HSA=-0.687. (2) Drug 1: CCC1(CC2CC(C3=C(CCN(C2)C1)C4=CC=CC=C4N3)(C5=C(C=C6C(=C5)C78CCN9C7C(C=CC9)(C(C(C8N6C)(C(=O)OC)O)OC(=O)C)CC)OC)C(=O)OC)O.OS(=O)(=O)O. Drug 2: CCCCC(=O)OCC(=O)C1(CC(C2=C(C1)C(=C3C(=C2O)C(=O)C4=C(C3=O)C=CC=C4OC)O)OC5CC(C(C(O5)C)O)NC(=O)C(F)(F)F)O. Cell line: HS 578T. Synergy scores: CSS=3.21, Synergy_ZIP=-1.74, Synergy_Bliss=-3.18, Synergy_Loewe=-5.22, Synergy_HSA=-5.54. (3) Drug 1: C1CC(C1)(C(=O)O)C(=O)O.[NH2-].[NH2-].[Pt+2]. Drug 2: C(CN)CNCCSP(=O)(O)O. Cell line: HS 578T. Synergy scores: CSS=-0.372, Synergy_ZIP=1.80, Synergy_Bliss=5.36, Synergy_Loewe=-3.48, Synergy_HSA=-0.765. (4) Drug 2: C1CN(CCN1C(=O)CCBr)C(=O)CCBr. Cell line: NCI-H322M. Drug 1: CS(=O)(=O)C1=CC(=C(C=C1)C(=O)NC2=CC(=C(C=C2)Cl)C3=CC=CC=N3)Cl. Synergy scores: CSS=1.30, Synergy_ZIP=0.602, Synergy_Bliss=2.54, Synergy_Loewe=-1.96, Synergy_HSA=-0.257.